This data is from NCI-60 drug combinations with 297,098 pairs across 59 cell lines. The task is: Regression. Given two drug SMILES strings and cell line genomic features, predict the synergy score measuring deviation from expected non-interaction effect. (1) Drug 1: CC12CCC(CC1=CCC3C2CCC4(C3CC=C4C5=CN=CC=C5)C)O. Drug 2: CC1=C(C=C(C=C1)NC(=O)C2=CC=C(C=C2)CN3CCN(CC3)C)NC4=NC=CC(=N4)C5=CN=CC=C5. Cell line: A549. Synergy scores: CSS=-0.00100, Synergy_ZIP=0.565, Synergy_Bliss=-0.714, Synergy_Loewe=-6.04, Synergy_HSA=-3.85. (2) Drug 1: C1CN1C2=NC(=NC(=N2)N3CC3)N4CC4. Drug 2: CC(C)CN1C=NC2=C1C3=CC=CC=C3N=C2N. Cell line: HL-60(TB). Synergy scores: CSS=62.4, Synergy_ZIP=0.315, Synergy_Bliss=1.06, Synergy_Loewe=-1.10, Synergy_HSA=0.690. (3) Drug 1: C1=CC(=CC=C1CC(C(=O)O)N)N(CCCl)CCCl.Cl. Drug 2: C1CC(C1)(C(=O)O)C(=O)O.[NH2-].[NH2-].[Pt+2]. Cell line: MCF7. Synergy scores: CSS=20.7, Synergy_ZIP=-10.7, Synergy_Bliss=-5.86, Synergy_Loewe=-5.80, Synergy_HSA=-3.17. (4) Drug 1: C(CN)CNCCSP(=O)(O)O. Drug 2: CC12CCC3C(C1CCC2OP(=O)(O)O)CCC4=C3C=CC(=C4)OC(=O)N(CCCl)CCCl.[Na+]. Cell line: MALME-3M. Synergy scores: CSS=8.50, Synergy_ZIP=-5.63, Synergy_Bliss=-3.66, Synergy_Loewe=-7.45, Synergy_HSA=-4.04. (5) Drug 2: CCC1(CC2CC(C3=C(CCN(C2)C1)C4=CC=CC=C4N3)(C5=C(C=C6C(=C5)C78CCN9C7C(C=CC9)(C(C(C8N6C=O)(C(=O)OC)O)OC(=O)C)CC)OC)C(=O)OC)O.OS(=O)(=O)O. Cell line: HOP-62. Drug 1: C1=NC2=C(N1)C(=S)N=C(N2)N. Synergy scores: CSS=34.3, Synergy_ZIP=-0.210, Synergy_Bliss=-0.221, Synergy_Loewe=-0.131, Synergy_HSA=0.0496. (6) Drug 1: CN1CCC(CC1)COC2=C(C=C3C(=C2)N=CN=C3NC4=C(C=C(C=C4)Br)F)OC. Drug 2: CN(CC1=CN=C2C(=N1)C(=NC(=N2)N)N)C3=CC=C(C=C3)C(=O)NC(CCC(=O)O)C(=O)O. Cell line: CCRF-CEM. Synergy scores: CSS=36.6, Synergy_ZIP=-1.68, Synergy_Bliss=-5.62, Synergy_Loewe=-43.6, Synergy_HSA=-6.34.